This data is from Full USPTO retrosynthesis dataset with 1.9M reactions from patents (1976-2016). The task is: Predict the reactants needed to synthesize the given product. (1) Given the product [Br:8][C:9]1[C:10]([CH:21]=[O:22])=[C:11]([F:17])[C:12]([O:15][CH3:16])=[CH:13][CH:14]=1, predict the reactants needed to synthesize it. The reactants are: C(NC(C)C)(C)C.[Br:8][C:9]1[CH:14]=[CH:13][C:12]([O:15][CH3:16])=[C:11]([F:17])[CH:10]=1.CN([CH:21]=[O:22])C. (2) Given the product [ClH:1].[Cl:1][C:2]1[CH:3]=[C:4]([C:12]2[O:16][N:15]=[C:14]([C:17]3[C:27]4[CH2:26][CH2:25][N:24]([CH2:28][C:29]([OH:31])=[O:30])[CH2:23][CH2:22][C:21]=4[CH:20]=[CH:19][CH:18]=3)[N:13]=2)[CH:5]=[CH:6][C:7]=1[O:8][CH:9]([CH3:11])[CH3:10], predict the reactants needed to synthesize it. The reactants are: [Cl:1][C:2]1[CH:3]=[C:4]([C:12]2[O:16][N:15]=[C:14]([C:17]3[C:27]4[CH2:26][CH2:25][N:24]([CH2:28][C:29]([O:31]C(C)(C)C)=[O:30])[CH2:23][CH2:22][C:21]=4[CH:20]=[CH:19][CH:18]=3)[N:13]=2)[CH:5]=[CH:6][C:7]=1[O:8][CH:9]([CH3:11])[CH3:10]. (3) The reactants are: Cl[C:2]1[CH:26]=[CH:25][C:5]2[S:6][C:7]([C:10]3[N:14]4[N:15]=[C:16]([NH:19][CH2:20][CH2:21][CH2:22][CH2:23][OH:24])[CH:17]=[CH:18][C:13]4=[N:12][CH:11]=3)=[C:8]([CH3:9])[C:4]=2[CH:3]=1.[H][H]. Given the product [CH3:9][C:8]1[C:4]2[CH:3]=[CH:2][CH:26]=[CH:25][C:5]=2[S:6][C:7]=1[C:10]1[N:14]2[N:15]=[C:16]([NH:19][CH2:20][CH2:21][CH2:22][CH2:23][OH:24])[CH:17]=[CH:18][C:13]2=[N:12][CH:11]=1, predict the reactants needed to synthesize it.